From a dataset of Full USPTO retrosynthesis dataset with 1.9M reactions from patents (1976-2016). Predict the reactants needed to synthesize the given product. (1) Given the product [CH3:1][O:2][C:3](=[O:53])[CH2:4][C@H:5]([OH:45])[CH2:6][C:7](=[O:44])[CH:8]=[CH:9][C:10]1[N:11]([CH:41]([CH3:42])[CH3:43])[C:12]([C:28](=[O:40])[NH:29][C:30]2[CH:35]=[CH:34][CH:33]=[C:32]([S:36](=[O:38])(=[O:39])[NH2:37])[CH:31]=2)=[C:13]([C:22]2[CH:27]=[CH:26][CH:25]=[CH:24][CH:23]=2)[C:14]=1[C:15]1[CH:16]=[CH:17][C:18]([F:21])=[CH:19][CH:20]=1, predict the reactants needed to synthesize it. The reactants are: [CH3:1][O:2][C:3](=[O:53])[CH2:4][C@H:5]([O:45][Si](C(C)(C)C)(C)C)[CH2:6][C:7](=[O:44])[CH:8]=[CH:9][C:10]1[N:11]([CH:41]([CH3:43])[CH3:42])[C:12]([C:28](=[O:40])[NH:29][C:30]2[CH:35]=[CH:34][CH:33]=[C:32]([S:36](=[O:39])(=[O:38])[NH2:37])[CH:31]=2)=[C:13]([C:22]2[CH:27]=[CH:26][CH:25]=[CH:24][CH:23]=2)[C:14]=1[C:15]1[CH:20]=[CH:19][C:18]([F:21])=[CH:17][CH:16]=1.F. (2) Given the product [OH:16][CH2:13][C:27]1[CH:26]=[CH:25][C:21]([CH2:22][O:1][C:2]2[CH:12]=[CH:11][CH:10]=[CH:9][C:3]=2[C:4]([N:6]([CH3:8])[CH3:7])=[O:5])=[CH:20][CH:29]=1, predict the reactants needed to synthesize it. The reactants are: [OH:1][C:2]1[CH:12]=[CH:11][CH:10]=[CH:9][C:3]=1[C:4]([N:6]([CH3:8])[CH3:7])=[O:5].[C:13]([O-:16])([O-])=O.[K+].[K+].O[C:20]1N=[CH:27][CH:26]=[CH:25][C:21]=1[C:22](O)=O.[CH3:29]C(C)=O. (3) Given the product [CH3:1][O:2][C:3]([C:5]1[N:10]=[C:9]2[CH:11]=[C:12]([C:14](=[O:16])[NH:25][CH:22]3[CH2:21][CH2:20][N:19]([C:26]4[CH:27]=[CH:28][N:29]=[CH:30][CH:31]=4)[CH2:24][CH2:23]3)[NH:13][C:8]2=[CH:7][CH:6]=1)=[O:4], predict the reactants needed to synthesize it. The reactants are: [CH3:1][O:2][C:3]([C:5]1[N:10]=[C:9]2[CH:11]=[C:12]([C:14]([OH:16])=O)[NH:13][C:8]2=[CH:7][CH:6]=1)=[O:4].Cl.Cl.[N:19]1([C:26]2[CH:31]=[CH:30][N:29]=[CH:28][CH:27]=2)[CH2:24][CH2:23][CH:22]([NH2:25])[CH2:21][CH2:20]1.O=C1N(P(Cl)(N2CCOC2=O)=O)CCO1. (4) Given the product [CH3:24][C:25]1[CH:30]=[CH:29][CH:28]=[CH:27][C:26]=1[C:2]1[C:10]2[O:9][CH:8]([CH2:11][O:12][S:13]([C:16]3[CH:17]=[CH:18][C:19]([CH3:22])=[CH:20][CH:21]=3)(=[O:14])=[O:15])[O:7][C:6]=2[CH:5]=[C:4]([Cl:23])[CH:3]=1, predict the reactants needed to synthesize it. The reactants are: Br[C:2]1[C:10]2[O:9][CH:8]([CH2:11][O:12][S:13]([C:16]3[CH:21]=[CH:20][C:19]([CH3:22])=[CH:18][CH:17]=3)(=[O:15])=[O:14])[O:7][C:6]=2[CH:5]=[C:4]([Cl:23])[CH:3]=1.[CH3:24][C:25]1[CH:30]=[CH:29][CH:28]=[CH:27][C:26]=1B(O)O. (5) Given the product [CH2:35]([N:32]([CH2:33][CH3:34])[C:30](=[O:31])[CH:29]([N:19]1[CH2:20][CH2:21][N:16]([C:8]2[CH:9]=[CH:10][C:11]([N+:13]([O-:15])=[O:14])=[CH:12][C:7]=2[F:6])[CH2:17][CH2:18]1)[C:37]1[CH:42]=[CH:41][CH:40]=[CH:39][CH:38]=1)[CH3:36], predict the reactants needed to synthesize it. The reactants are: CN(C=O)C.[F:6][C:7]1[CH:12]=[C:11]([N+:13]([O-:15])=[O:14])[CH:10]=[CH:9][C:8]=1[N:16]1[CH2:21][CH2:20][NH:19][CH2:18][CH2:17]1.C([O-])([O-])=O.[K+].[K+].Br[CH:29]([C:37]1[CH:42]=[CH:41][CH:40]=[CH:39][CH:38]=1)[C:30]([N:32]([CH2:35][CH3:36])[CH2:33][CH3:34])=[O:31]. (6) Given the product [CH:9]([N:12]([CH:13]([CH3:15])[CH3:14])[P:6]([Cl:8])[O:5][CH2:4][CH2:3][C:1]#[N:2])([CH3:11])[CH3:10], predict the reactants needed to synthesize it. The reactants are: [C:1]([CH2:3][CH2:4][O:5][P:6]([Cl:8])Cl)#[N:2].[CH:9]([NH:12][CH:13]([CH3:15])[CH3:14])([CH3:11])[CH3:10]. (7) Given the product [Br:1][C:2]1[C:10]2[C:9]([NH:22][CH2:23][C:24]3[CH:29]=[CH:28][CH:27]=[CH:26][N:25]=3)=[N:8][CH:7]=[N:6][C:5]=2[S:4][CH:3]=1, predict the reactants needed to synthesize it. The reactants are: [Br:1][C:2]1[C:10]2[C:9](Cl)=[N:8][CH:7]=[N:6][C:5]=2[S:4][CH:3]=1.C(O)C.C(N(CC)CC)C.[NH2:22][CH2:23][C:24]1[CH:29]=[CH:28][CH:27]=[CH:26][N:25]=1. (8) Given the product [CH2:32]([C:13]1[CH:14]=[C:15]([C:16]2[N:24]=[C:23]([CH3:25])[N:22]=[C:21]3[C:17]=2[N:18]=[CH:19][NH:20]3)[C:10]([NH:9][C:6]2[CH:7]=[N:8][C:3]([O:2][CH3:1])=[CH:4][CH:5]=2)=[N:11][CH:12]=1)[CH3:33], predict the reactants needed to synthesize it. The reactants are: [CH3:1][O:2][C:3]1[N:8]=[CH:7][C:6]([NH:9][C:10]2[C:15]([C:16]3[N:24]=[C:23]([CH3:25])[N:22]=[C:21]4[C:17]=3[N:18]=[CH:19][N:20]4C3CCCCO3)=[CH:14][C:13]([CH:32]=[CH2:33])=[CH:12][N:11]=2)=[CH:5][CH:4]=1.C(O)(C(F)(F)F)=O. (9) Given the product [CH2:1]([O:4][C:5](=[O:6])[N:7]([CH2:17][C:18]1([CH2:31][O:32][CH2:33][CH:34]2[CH2:37][CH2:36][CH2:35]2)[CH2:23][CH2:22][NH:21][CH2:20][CH2:19]1)[C@@H:8]1[CH2:10][C@H:9]1[C:11]1[CH:12]=[CH:13][CH:14]=[CH:15][CH:16]=1)[CH:2]=[CH2:3], predict the reactants needed to synthesize it. The reactants are: [CH2:1]([O:4][C:5]([N:7]([CH2:17][C:18]1([CH2:31][O:32][CH2:33][CH:34]2[CH2:37][CH2:36][CH2:35]2)[CH2:23][CH2:22][N:21](C(OC(C)(C)C)=O)[CH2:20][CH2:19]1)[C@@H:8]1[CH2:10][C@H:9]1[C:11]1[CH:16]=[CH:15][CH:14]=[CH:13][CH:12]=1)=[O:6])[CH:2]=[CH2:3].C(O)(C(F)(F)F)=O.